Dataset: Catalyst prediction with 721,799 reactions and 888 catalyst types from USPTO. Task: Predict which catalyst facilitates the given reaction. (1) Reactant: [CH3:1][C:2]1[C:6]([C:7]2[CH:12]=[C:11]([NH2:13])[C:10]([NH2:14])=[C:9]([I:15])[CH:8]=2)=[C:5]([CH3:16])[O:4][N:3]=1.[CH:17]1([C:20](Cl)=O)[CH2:19][CH2:18]1. Product: [CH:17]1([C:20]2[NH:13][C:11]3[CH:12]=[C:7]([C:6]4[C:2]([CH3:1])=[N:3][O:4][C:5]=4[CH3:16])[CH:8]=[C:9]([I:15])[C:10]=3[N:14]=2)[CH2:19][CH2:18]1. The catalyst class is: 17. (2) Reactant: [O:1]=[C:2]1[N:7]([CH2:8][C:9]2[CH:14]=[CH:13][CH:12]=[CH:11][CH:10]=2)[CH:6]([C:15]([OH:17])=O)[CH2:5][CH2:4][CH2:3]1.Cl.CN(C)CCCN=C=NCC.ON1C2C=CC=CC=2N=N1.[Cl:40][C:41]1[CH:46]=[C:45]([F:47])[CH:44]=[CH:43][C:42]=1[CH2:48][NH2:49]. Product: [Cl:40][C:41]1[CH:46]=[C:45]([F:47])[CH:44]=[CH:43][C:42]=1[CH2:48][NH:49][C:15]([CH:6]1[CH2:5][CH2:4][CH2:3][C:2](=[O:1])[N:7]1[CH2:8][C:9]1[CH:10]=[CH:11][CH:12]=[CH:13][CH:14]=1)=[O:17]. The catalyst class is: 4. (3) Reactant: Cl[CH2:2][C:3]([NH:5][C:6]1[CH:7]=[C:8]2[C:13](=[CH:14][CH:15]=1)[N:12]=[C:11]([NH:16][CH:17]1[C:25]3[C:20](=[CH:21][CH:22]=[CH:23][C:24]=3[O:26][CH3:27])[CH2:19][CH2:18]1)[CH:10]=[CH:9]2)=[O:4].[CH3:28][N:29]([CH3:33])[CH2:30][CH2:31][NH2:32]. Product: [CH3:28][N:29]([CH3:33])[CH2:30][CH2:31][NH:32][CH2:2][C:3]([NH:5][C:6]1[CH:7]=[C:8]2[C:13](=[CH:14][CH:15]=1)[N:12]=[C:11]([NH:16][CH:17]1[C:25]3[C:20](=[CH:21][CH:22]=[CH:23][C:24]=3[O:26][CH3:27])[CH2:19][CH2:18]1)[CH:10]=[CH:9]2)=[O:4]. The catalyst class is: 389.